Dataset: Forward reaction prediction with 1.9M reactions from USPTO patents (1976-2016). Task: Predict the product of the given reaction. (1) The product is: [F:41][C:2]([F:1])([F:42])[C:3]1[CH:4]=[C:5]([C:13]([CH3:39])([CH3:40])[C:14]([N:16]([C:18]2[CH:19]=[N:20][C:21]([N:32]3[CH2:36][CH2:35][CH2:34][C@H:33]3[CH2:37][N:47]3[C:43](=[O:53])[C:44]4[C:45](=[CH:49][CH:50]=[CH:51][CH:52]=4)[C:46]3=[O:48])=[CH:22][C:23]=2[C:24]2[CH:29]=[CH:28][C:27]([F:30])=[CH:26][C:25]=2[CH3:31])[CH3:17])=[O:15])[CH:6]=[C:7]([C:9]([F:10])([F:11])[F:12])[CH:8]=1. Given the reactants [F:1][C:2]([F:42])([F:41])[C:3]1[CH:4]=[C:5]([C:13]([CH3:40])([CH3:39])[C:14]([N:16]([C:18]2[CH:19]=[N:20][C:21]([N:32]3[CH2:36][CH2:35][CH2:34][C@H:33]3[CH2:37]O)=[CH:22][C:23]=2[C:24]2[CH:29]=[CH:28][C:27]([F:30])=[CH:26][C:25]=2[CH3:31])[CH3:17])=[O:15])[CH:6]=[C:7]([C:9]([F:12])([F:11])[F:10])[CH:8]=1.[C:43]1(=[O:53])[NH:47][C:46](=[O:48])[C:45]2=[CH:49][CH:50]=[CH:51][CH:52]=[C:44]12.N(C(OCC)=O)=NC(OCC)=O.C1(P(C2C=CC=CC=2)C2C=CC=CC=2)C=CC=CC=1, predict the reaction product. (2) Given the reactants [N:1]1([C@H:7]2[CH2:10][C@H:9]([O:11][C:12]3[CH:17]=[CH:16][C:15]([C:18]4[S:19][C:20]5[CH2:21][NH:22][CH2:23][CH2:24][C:25]=5[N:26]=4)=[CH:14][CH:13]=3)[CH2:8]2)[CH2:6][CH2:5][CH2:4][CH2:3][CH2:2]1.Cl.CN(C)CCCN=C=NCC.ON1C2C=CC=CC=2N=N1.[C:49](O)(=[O:52])[CH2:50][OH:51], predict the reaction product. The product is: [O:51]=[C:50]([N:22]1[CH2:23][CH2:24][C:25]2[N:26]=[C:18]([C:15]3[CH:14]=[CH:13][C:12]([O:11][C@H:9]4[CH2:8][C@H:7]([N:1]5[CH2:6][CH2:5][CH2:4][CH2:3][CH2:2]5)[CH2:10]4)=[CH:17][CH:16]=3)[S:19][C:20]=2[CH2:21]1)[CH2:49][OH:52]. (3) Given the reactants [Br:1][C:2]1[CH:30]=[CH:29][C:28]([F:31])=[CH:27][C:3]=1[O:4][CH:5]1[CH2:10][CH2:9][N:8]([C:11]2[S:12][C:13]3[C:18](Cl)=[N:17][C:16]([CH2:20][CH2:21][C:22]([O:24]C)=[O:23])=[N:15][C:14]=3[N:26]=2)[CH2:7][CH2:6]1.[CH2:32]([OH:36])[CH2:33][CH2:34][OH:35].[OH-].[Na+].OP([O-])(O)=O.[K+], predict the reaction product. The product is: [Br:1][C:2]1[CH:30]=[CH:29][C:28]([F:31])=[CH:27][C:3]=1[O:4][CH:5]1[CH2:6][CH2:7][N:8]([C:11]2[S:12][C:13]3[C:18]([O:35][CH2:34][CH2:33][CH2:32][OH:36])=[N:17][C:16]([CH2:20][CH2:21][C:22]([OH:24])=[O:23])=[N:15][C:14]=3[N:26]=2)[CH2:9][CH2:10]1. (4) The product is: [CH2:27]([O:26][C:24](=[O:25])[C:23]([CH3:29])([CH3:30])[CH2:22][CH2:21][CH2:20][CH2:19][CH2:18][CH:17]([O:31][CH:6]1[CH2:5][CH2:4][CH2:3][CH2:2][O:1]1)[CH2:16][CH2:15][CH2:14][CH2:13][CH2:12][C:11]([CH3:33])([CH3:32])[C:10]([O:9][CH2:7][CH3:8])=[O:34])[CH3:28]. Given the reactants [O:1]1[CH:6]=[CH:5][CH2:4][CH2:3][CH2:2]1.[CH2:7]([O:9][C:10](=[O:34])[C:11]([CH3:33])([CH3:32])[CH2:12][CH2:13][CH2:14][CH2:15][CH2:16][CH:17]([OH:31])[CH2:18][CH2:19][CH2:20][CH2:21][CH2:22][C:23]([CH3:30])([CH3:29])[C:24]([O:26][CH2:27][CH3:28])=[O:25])[CH3:8].O.C1(C)C=CC(S(O)(=O)=O)=CC=1, predict the reaction product. (5) Given the reactants [C:1]([NH:4][C:5]1[C:10]([C:11]2[C:16]([CH3:17])=[CH:15][C:14]([OH:18])=[CH:13][C:12]=2[CH3:19])=[CH:9][C:8]([C:20]([O:22][CH2:23][CH3:24])=[O:21])=[CH:7][CH:6]=1)(=[O:3])[CH3:2].[O:25]1[C:27]2([CH2:32][CH2:31][S:30][CH2:29][CH2:28]2)[CH2:26]1.C(=O)([O-])[O-].[K+].[K+].CCCCCC.C(OCC)(=O)C, predict the reaction product. The product is: [C:1]([NH:4][C:5]1[C:10]([C:11]2[C:12]([CH3:19])=[CH:13][C:14]([O:18][CH2:26][C:27]3([OH:25])[CH2:32][CH2:31][S:30][CH2:29][CH2:28]3)=[CH:15][C:16]=2[CH3:17])=[CH:9][C:8]([C:20]([O:22][CH2:23][CH3:24])=[O:21])=[CH:7][CH:6]=1)(=[O:3])[CH3:2]. (6) Given the reactants [C:1]([O:5][C:6](=[O:39])[N:7]([CH2:28][C:29]1[CH:34]=[CH:33][CH:32]=[C:31]([C:35]([CH3:38])([CH3:37])[CH3:36])[CH:30]=1)[C@@H:8]1[C:13](=[O:14])[C@H:12]([CH2:15][C:16]2[CH:21]=[CH:20][C:19]([N+:22]([O-:24])=[O:23])=[C:18]([F:25])[CH:17]=2)[CH2:11][S:10](=[O:27])(=[O:26])[CH2:9]1)([CH3:4])([CH3:3])[CH3:2].[B-].[B-].C1CCOCC1.C1CCOCC1.[Ca+2], predict the reaction product. The product is: [C:1]([O:5][C:6](=[O:39])[N:7]([CH2:28][C:29]1[CH:34]=[CH:33][CH:32]=[C:31]([C:35]([CH3:38])([CH3:37])[CH3:36])[CH:30]=1)[C@@H:8]1[C@@H:13]([OH:14])[C@H:12]([CH2:15][C:16]2[CH:21]=[CH:20][C:19]([N+:22]([O-:24])=[O:23])=[C:18]([F:25])[CH:17]=2)[CH2:11][S:10](=[O:26])(=[O:27])[CH2:9]1)([CH3:3])([CH3:4])[CH3:2].